Dataset: Full USPTO retrosynthesis dataset with 1.9M reactions from patents (1976-2016). Task: Predict the reactants needed to synthesize the given product. (1) Given the product [Cl:13][C:6]1[C:7]([CH:8]2[O:12][CH2:11][CH2:10][O:9]2)=[C:2]([O:31][C:28]2[CH:27]=[CH:26][C:25]([C:23]3[N:22]=[N:21][S:20][CH:24]=3)=[CH:30][CH:29]=2)[N:3]=[CH:4][N:5]=1, predict the reactants needed to synthesize it. The reactants are: Cl[C:2]1[C:7]([CH:8]2[O:12][CH2:11][CH2:10][O:9]2)=[C:6]([Cl:13])[N:5]=[CH:4][N:3]=1.C(=O)([O-])[O-].[K+].[K+].[S:20]1[CH:24]=[C:23]([C:25]2[CH:30]=[CH:29][C:28]([OH:31])=[CH:27][CH:26]=2)[N:22]=[N:21]1. (2) Given the product [CH3:1][O:2][C:3]1[C:4]([O:27][CH2:28][CH2:29][O:30][CH3:31])=[CH:5][C:6]2[CH2:15][CH:14]([C:16]3([CH3:19])[CH2:18][CH2:17]3)[N:13]3[C:8](=[CH:9][C:10](=[O:25])[C:11]([C:20]([O:22][CH2:23][CH3:24])=[O:21])=[CH:12]3)[C:7]=2[CH:26]=1, predict the reactants needed to synthesize it. The reactants are: [CH3:1][O:2][C:3]1[C:4]([O:27][CH2:28][CH2:29][O:30][CH3:31])=[CH:5][C:6]2[CH2:15][CH:14]([C:16]3([CH3:19])[CH2:18][CH2:17]3)[N:13]3[CH:8]([CH2:9][C:10](=[O:25])[C:11]([C:20]([O:22][CH2:23][CH3:24])=[O:21])=[CH:12]3)[C:7]=2[CH:26]=1.C1(Cl)C(=O)C(Cl)=C(Cl)C(=O)C=1Cl. (3) Given the product [OH:2][C:3]1[CH:8]=[CH:7][C:6]([C:9]2[CH:10]=[CH:11][C:12]([CH:18]=[O:19])=[C:13]3[C:17]=2[S:16][CH:15]=[CH:14]3)=[CH:5][CH:4]=1, predict the reactants needed to synthesize it. The reactants are: C[O:2][C:3]1[CH:8]=[CH:7][C:6]([C:9]2[CH:10]=[CH:11][C:12]([CH:18]=[O:19])=[C:13]3[C:17]=2[S:16][CH:15]=[CH:14]3)=[CH:5][CH:4]=1.B(Br)(Br)Br. (4) Given the product [CH2:1]([O:3][C:4]([C:6]1([NH:15][C:16](=[O:25])[C:17]2[CH:22]=[CH:21][CH:20]=[C:19]([CH3:23])[C:18]=2[CH:30]=[CH:29][CH:26]2[CH2:28][CH2:27]2)[CH2:14][C:13]2[C:8](=[CH:9][CH:10]=[CH:11][CH:12]=2)[CH2:7]1)=[O:5])[CH3:2], predict the reactants needed to synthesize it. The reactants are: [CH2:1]([O:3][C:4]([C:6]1([NH:15][C:16](=[O:25])[C:17]2[CH:22]=[CH:21][CH:20]=[C:19]([CH3:23])[C:18]=2I)[CH2:14][C:13]2[C:8](=[CH:9][CH:10]=[CH:11][CH:12]=2)[CH2:7]1)=[O:5])[CH3:2].[CH:26]1([CH:29]=[CH:30]B2OC(C)(C)C(C)(C)O2)[CH2:28][CH2:27]1.C([O-])([O-])=O.[K+].[K+]. (5) The reactants are: Br[C:2]1[CH:3]=[C:4]2[C:9]([NH:10][C@@H:11]3[CH2:15][CH2:14][C@:13]([OH:17])([CH3:16])[C:12]3([CH3:19])[CH3:18])=[C:8]([C:20]([NH2:22])=[O:21])[CH:7]=[N:6][N:5]2[CH:23]=1.C1(C2C3C(=CC=CC=3)C=CC=2)C2C(=CC=CC=2)C=CC=1P(C(C)(C)C)C(C)(C)C.C[C:54]([N:56](C)C)=O. Given the product [C:54]([C:2]1[CH:3]=[C:4]2[C:9]([NH:10][C@@H:11]3[CH2:15][CH2:14][C@:13]([OH:17])([CH3:16])[C:12]3([CH3:19])[CH3:18])=[C:8]([C:20]([NH2:22])=[O:21])[CH:7]=[N:6][N:5]2[CH:23]=1)#[N:56], predict the reactants needed to synthesize it. (6) Given the product [CH:28]1([C:2]2[CH:3]=[C:4]([CH:9]=[C:10]([S:12]([CH3:15])(=[O:14])=[O:13])[CH:11]=2)[C:5]([OH:7])=[O:6])[CH2:27][CH2:31]1, predict the reactants needed to synthesize it. The reactants are: Cl[C:2]1[CH:3]=[C:4]([CH:9]=[C:10]([S:12]([CH3:15])(=[O:14])=[O:13])[CH:11]=1)[C:5]([O:7]C)=[O:6].[Br-].CN1CCN(C)C1=O.[NH4+].[Cl-].[CH2:27]1[CH2:31]OC[CH2:28]1.